Dataset: Catalyst prediction with 721,799 reactions and 888 catalyst types from USPTO. Task: Predict which catalyst facilitates the given reaction. (1) Reactant: [N:1]1[CH:6]=[CH:5][CH:4]=[C:3]([C:7]([OH:9])=O)[N:2]=1.CN(C(ON1N=NC2C=CC=NC1=2)=[N+](C)C)C.F[P-](F)(F)(F)(F)F.[CH:34]1[C:42]2[N:41]3[C:43]([C@@H:46]4[C@H:50]([CH3:51])[CH2:49][C@H:48]([NH2:52])[CH2:47]4)=[CH:44][N:45]=[C:40]3[CH:39]=[N:38][C:37]=2[NH:36][CH:35]=1. Product: [CH:34]1[C:42]2[N:41]3[C:43]([C@@H:46]4[C@@H:50]([CH3:51])[CH2:49][C@H:48]([NH:52][C:7]([C:3]5[N:2]=[N:1][CH:6]=[CH:5][CH:4]=5)=[O:9])[CH2:47]4)=[CH:44][N:45]=[C:40]3[CH:39]=[N:38][C:37]=2[NH:36][CH:35]=1. The catalyst class is: 85. (2) Reactant: [F:1][C:2]1([F:16])[CH2:6][CH2:5][N:4]([C:7]2[C:14]([F:15])=[CH:13][CH:12]=[CH:11][C:8]=2[CH:9]=O)[CH2:3]1.[CH3:17][C:18]([CH3:23])([CH3:22])[CH2:19][CH2:20][NH2:21]. Product: [F:1][C:2]1([F:16])[CH2:6][CH2:5][N:4]([C:7]2[C:14]([F:15])=[CH:13][CH:12]=[CH:11][C:8]=2[CH:9]=[N:21][CH2:20][CH2:19][C:18]([CH3:23])([CH3:22])[CH3:17])[CH2:3]1. The catalyst class is: 11. (3) Reactant: [NH:1]([C:3]1[N:12]=[CH:11][CH:10]=[C:9]2[C:4]=1[CH:5]=[C:6]([C:37]1[CH:42]=[CH:41][CH:40]=[CH:39][CH:38]=1)[C:7]([C:13]1[CH:18]=[CH:17][C:16]([CH2:19][N:20]3[CH2:25][CH2:24][CH:23]([C:26]4[NH:30][C:29]([C:31]5[CH:36]=[CH:35][CH:34]=[CH:33][N:32]=5)=[N:28][N:27]=4)[CH2:22][CH2:21]3)=[CH:15][CH:14]=1)=[N:8]2)[NH2:2].C1C=C[C:46]2[N:51](O)[N:50]=[N:49][C:47]=2[CH:48]=1.N1C=C(C(O)=O)N=N1.CCN(C(C)C)C(C)C.C(Cl)CCl. Product: [C:37]1([C:6]2[C:7]([C:13]3[CH:18]=[CH:17][C:16]([CH2:19][N:20]4[CH2:21][CH2:22][CH:23]([C:26]5[NH:30][C:29]([C:31]6[CH:36]=[CH:35][CH:34]=[CH:33][N:32]=6)=[N:28][N:27]=5)[CH2:24][CH2:25]4)=[CH:15][CH:14]=3)=[N:8][C:9]3[CH:10]=[CH:11][N:12]4[C:48]([C:47]5[N:49]=[N:50][NH:51][CH:46]=5)=[N:2][N:1]=[C:3]4[C:4]=3[CH:5]=2)[CH:38]=[CH:39][CH:40]=[CH:41][CH:42]=1. The catalyst class is: 640.